This data is from Drug-target binding data from BindingDB using IC50 measurements. The task is: Regression. Given a target protein amino acid sequence and a drug SMILES string, predict the binding affinity score between them. We predict pIC50 (pIC50 = -log10(IC50 in M); higher means more potent). Dataset: bindingdb_ic50. (1) The small molecule is O=C(O)[C@@H](O)[C@H]1CCCN1. The target protein (Q61327) has sequence MSKSKCSVGPMSSVVAPAKEPNAVGPREVELILVKEQNGVQLTNSTLINPPQTPVEVQERETWSKKIDFLLSVIGFAVDLANVWRFPYLCYKNGGGAFLVPYLLFMVIAGMPLFYMELALGQFNREGAAGVWKICPVLKGVGFTVILISFYVGFFYNVIIAWALHYFFSSFTMDLPWIHCNNTWNSPNCSDAHSSNSSDGLGLNDTFGTTPAAEYFERGVLHLHQSRGIDDLGPPRWQLTACLVLVIVLLYFSLWKGVKTSGKVVWITATMPYVVLTALLLRGVTLPGAMDGIRAYLSVDFYRLCEASVWIDAATQVCFSLGVGFGVLIAFSSYNKFTNNCYRDAIITTSINSLTSFSSGFVVFSFLGYMAQKHNVPIRDVATDGPGLIFIIYPEAIATLPLSSAWAAVFFLMLLTLGIDSAMGGMESVITGLVDEFQLLHRHRELFTLGIVLATFLLSLFCVTNGGIYVFTLLDHFAAGTSILFGVLIEAIGVAWFYGV.... The pIC50 is 3.6. (2) The small molecule is CN(C)CCCn1c(-c2c[nH]nc2-c2ccccc2)nc2cc(-c3ccc(C(=O)O)cc3)ccc21. The target protein (P12497) has sequence MGARASVLSGGELDKWEKIRLRPGGKKQYKLKHIVWASRELERFAVNPGLLETSEGCRQILGQLQPSLQTGSEELRSLYNTIAVLYCVHQRIDVKDTKEALDKIEEEQNKSKKKAQQAAADTGNNSQVSQNYPIVQNLQGQMVHQAISPRTLNAWVKVVEEKAFSPEVIPMFSALSEGATPQDLNTMLNTVGGHQAAMQMLKETINEEAAEWDRLHPVHAGPIAPGQMREPRGSDIAGTTSTLQEQIGWMTHNPPIPVGEIYKRWIILGLNKIVRMYSPTSILDIRQGPKEPFRDYVDRFYKTLRAEQASQEVKNWMTETLLVQNANPDCKTILKALGPGATLEEMMTACQGVGGPGHKARVLAEAMSQVTNPATIMIQKGNFRNQRKTVKCFNCGKEGHIAKNCRAPRKKGCWKCGKEGHQMKDCTERQANFLREDLAFPQGKAREFSSEQTRANSPTRRELQVWGRDNNSLSEAGADRQGTVSFSFPQITLWQRPLVT.... The pIC50 is 5.2. (3) The drug is CCCCn1c(=O)[nH]c(=O)c2c1nc(-c1ccc(-c3ccc(F)cc3)o1)n2C. The target protein (Q9UBE0) has sequence MVEKEEAGGGISEEEAAQYDRQIRLWGLEAQKRLRASRVLLVGLKGLGAEIAKNLILAGVKGLTMLDHEQVTPEDPGAQFLIRTGSVGRNRAEASLERAQNLNPMVDVKVDTEDIEKKPESFFTQFDAVCLTCCSRDVIVKVDQICHKNSIKFFTGDVFGYHGYTFANLGEHEFVEEKTKVAKVSQGVEDGPDTKRAKLDSSETTMVKKKVVFCPVKEALEVDWSSEKAKAALKRTTSDYFLLQVLLKFRTDKGRDPSSDTYEEDSELLLQIRNDVLDSLGISPDLLPEDFVRYCFSEMAPVCAVVGGILAQEIVKALSQRDPPHNNFFFFDGMKGNGIVECLGPK. The pIC50 is 4.0.